From a dataset of Full USPTO retrosynthesis dataset with 1.9M reactions from patents (1976-2016). Predict the reactants needed to synthesize the given product. (1) Given the product [S:19]1[C:18]2[CH:3]=[CH:4][N:5]=[CH:16][C:17]=2[CH:21]=[CH:20]1, predict the reactants needed to synthesize it. The reactants are: CO[CH:3](OC)[CH2:4][N:5]([CH2:16][C:17]1[CH:21]=[CH:20][S:19][CH:18]=1)S(C1C=CC(C)=CC=1)(=O)=O.Cl.C(Cl)Cl. (2) Given the product [CH:30]1([C:2]2[CH:7]=[CH:6][CH:5]=[CH:4][C:3]=2[C:8]2[N:13]=[CH:12][C:11]([NH:14][C:15]3[CH:27]=[CH:26][C:25]([CH3:28])=[CH:24][C:16]=3[C:17]([O:19][C:20]([CH3:23])([CH3:22])[CH3:21])=[O:18])=[CH:10][C:9]=2[CH3:29])[CH2:32][CH2:31]1, predict the reactants needed to synthesize it. The reactants are: Cl[C:2]1[CH:7]=[CH:6][CH:5]=[CH:4][C:3]=1[C:8]1[N:13]=[CH:12][C:11]([NH:14][C:15]2[CH:27]=[CH:26][C:25]([CH3:28])=[CH:24][C:16]=2[C:17]([O:19][C:20]([CH3:23])([CH3:22])[CH3:21])=[O:18])=[CH:10][C:9]=1[CH3:29].[CH:30]1(B(O)O)[CH2:32][CH2:31]1. (3) Given the product [Si:1]([O:8][C@@H:9]1[C@H:13]([CH2:14][O:15][Si:16]([C:19]([CH3:22])([CH3:21])[CH3:20])([CH3:18])[CH3:17])[CH2:12][C@@H:11]([O:23][C:24]2[N:32]=[CH:31][N:30]=[C:29]3[C:25]=2[N:26]=[C:27]([C:51]2[C:50]4[C:55](=[CH:56][C:47]([Cl:46])=[CH:48][CH:49]=4)[N:54]=[CH:53][CH:52]=2)[N:28]3[CH:33]2[CH2:38][CH2:37][CH2:36][CH2:35][O:34]2)[CH2:10]1)([C:4]([CH3:7])([CH3:6])[CH3:5])([CH3:3])[CH3:2], predict the reactants needed to synthesize it. The reactants are: [Si:1]([O:8][C@@H:9]1[C@H:13]([CH2:14][O:15][Si:16]([C:19]([CH3:22])([CH3:21])[CH3:20])([CH3:18])[CH3:17])[CH2:12][C@@H:11]([O:23][C:24]2[N:32]=[CH:31][N:30]=[C:29]3[C:25]=2[N:26]=[C:27](I)[N:28]3[CH:33]2[CH2:38][CH2:37][CH2:36][CH2:35][O:34]2)[CH2:10]1)([C:4]([CH3:7])([CH3:6])[CH3:5])([CH3:3])[CH3:2].COCCOC.[Cl:46][C:47]1[CH:56]=[C:55]2[C:50]([C:51](B3OC(C)(C)C(C)(C)O3)=[CH:52][CH:53]=[N:54]2)=[CH:49][CH:48]=1.[OH-].[Ba+2].[OH-].O.